Dataset: Catalyst prediction with 721,799 reactions and 888 catalyst types from USPTO. Task: Predict which catalyst facilitates the given reaction. (1) Reactant: Cl.[CH:2]12[NH:10][CH:6]([CH2:7][CH2:8][CH2:9]1)[CH2:5][C:4](=[O:11])[CH2:3]2.C(N(CC)CC)C.[C:19]([O:23][C:24](O[C:24]([O:23][C:19]([CH3:22])([CH3:21])[CH3:20])=[O:25])=[O:25])([CH3:22])([CH3:21])[CH3:20].O. Product: [C:19]([O:23][C:24]([N:10]1[CH:6]2[CH2:7][CH2:8][CH2:9][CH:2]1[CH2:3][C:4](=[O:11])[CH2:5]2)=[O:25])([CH3:22])([CH3:21])[CH3:20]. The catalyst class is: 1. (2) Reactant: [N+:1]([C:4]1[CH:21]=[CH:20][C:7]([O:8][C:9]2[CH:10]=[C:11]3[C:15](=[CH:16][CH:17]=2)[C:14](=[O:18])[NH:13][C:12]3=[O:19])=[CH:6][CH:5]=1)([O-:3])=[O:2].[H-].[Na+].[CH3:24]I.O. Product: [N+:1]([C:4]1[CH:21]=[CH:20][C:7]([O:8][C:9]2[CH:10]=[C:11]3[C:15](=[CH:16][CH:17]=2)[C:14](=[O:18])[N:13]([CH3:24])[C:12]3=[O:19])=[CH:6][CH:5]=1)([O-:3])=[O:2]. The catalyst class is: 3.